Dataset: Forward reaction prediction with 1.9M reactions from USPTO patents (1976-2016). Task: Predict the product of the given reaction. (1) Given the reactants C[O:2][C:3]1[CH:8]=[CH:7][C:6]([C:9]([C:11]([C:13]2[CH:18]=[CH:17][C:16]([O:19]C)=[CH:15][CH:14]=2)=[O:12])=[O:10])=[CH:5][CH:4]=1.Br.O, predict the reaction product. The product is: [OH:2][C:3]1[CH:4]=[CH:5][C:6]([C:9]([C:11]([C:13]2[CH:14]=[CH:15][C:16]([OH:19])=[CH:17][CH:18]=2)=[O:12])=[O:10])=[CH:7][CH:8]=1. (2) Given the reactants [C:1]([C:3]1[CH:4]=[C:5]([C:13]2[O:17][N:16]=[C:15]([C:18]3[CH:26]=[CH:25][CH:24]=[C:23]4[C:19]=3[CH:20]=[N:21][N:22]4[CH2:27][C:28]([CH3:35])([CH3:34])[C:29]([O:31]CC)=[O:30])[N:14]=2)[CH:6]=[CH:7][C:8]=1[O:9][CH:10]([CH3:12])[CH3:11])#[N:2].[OH-].[Na+], predict the reaction product. The product is: [C:1]([C:3]1[CH:4]=[C:5]([C:13]2[O:17][N:16]=[C:15]([C:18]3[CH:26]=[CH:25][CH:24]=[C:23]4[C:19]=3[CH:20]=[N:21][N:22]4[CH2:27][C:28]([CH3:35])([CH3:34])[C:29]([OH:31])=[O:30])[N:14]=2)[CH:6]=[CH:7][C:8]=1[O:9][CH:10]([CH3:12])[CH3:11])#[N:2]. (3) Given the reactants [O:1]=[C:2]([N:8]1[CH2:12][CH2:11][CH2:10][CH2:9]1)[CH2:3][CH2:4][C:5]([OH:7])=O.[N:13]1[CH:18]=[CH:17][C:16]([CH2:19][CH2:20][CH2:21][NH2:22])=[CH:15][CH:14]=1, predict the reaction product. The product is: [O:1]=[C:2]([N:8]1[CH2:12][CH2:11][CH2:10][CH2:9]1)[CH2:3][CH2:4][C:5]([NH:22][CH2:21][CH2:20][CH2:19][C:16]1[CH:17]=[CH:18][N:13]=[CH:14][CH:15]=1)=[O:7]. (4) Given the reactants [C:1]([C:3]1[CH:15]=[C:14]2[C:6]([C:7]3[C:8](=[O:30])[C:9]4[CH:21]=[CH:20][C:19](OS(C(F)(F)F)(=O)=O)=[CH:18][C:10]=4[C:11]([CH3:17])([CH3:16])[C:12]=3[NH:13]2)=[CH:5][CH:4]=1)#[N:2].[CH:31]1([N:36]2[CH2:41][CH2:40][NH:39][C:38](=[O:42])[CH2:37]2)[CH2:35][CH2:34][CH2:33][CH2:32]1, predict the reaction product. The product is: [CH:31]1([N:36]2[CH2:41][CH2:40][N:39]([C:19]3[CH:20]=[CH:21][C:9]4[C:8](=[O:30])[C:7]5[C:6]6[C:14](=[CH:15][C:3]([C:1]#[N:2])=[CH:4][CH:5]=6)[NH:13][C:12]=5[C:11]([CH3:16])([CH3:17])[C:10]=4[CH:18]=3)[C:38](=[O:42])[CH2:37]2)[CH2:35][CH2:34][CH2:33][CH2:32]1. (5) Given the reactants C([O:8][C:9]1[CH:37]=[CH:36][C:12]2[NH:13][C:14]([C:19]3[C:20](=[O:35])[N:21]([NH:30][CH2:31][CH:32]([CH3:34])[CH3:33])[C:22]4[C:27]([C:28]=3[OH:29])=[CH:26][CH:25]=[CH:24][CH:23]=4)=[N:15][S:16](=[O:18])(=[O:17])[C:11]=2[CH:10]=1)C1C=CC=CC=1.C([O-])=O.[NH4+], predict the reaction product. The product is: [OH:29][C:28]1[C:27]2[C:22](=[CH:23][CH:24]=[CH:25][CH:26]=2)[N:21]([NH:30][CH2:31][CH:32]([CH3:33])[CH3:34])[C:20](=[O:35])[C:19]=1[C:14]1[NH:13][C:12]2[CH:36]=[CH:37][C:9]([OH:8])=[CH:10][C:11]=2[S:16](=[O:17])(=[O:18])[N:15]=1. (6) Given the reactants [C:1]12([CH2:11][O:12][C:13]3[C:22]([CH:23]4[CH2:25][CH2:24]4)=[CH:21][C:16]([C:17]([O:19]C)=[O:18])=[CH:15][N:14]=3)[CH2:10][CH:5]3[CH2:6][CH:7]([CH2:9][CH:3]([CH2:4]3)[CH2:2]1)[CH2:8]2.O.[OH-].[Li+], predict the reaction product. The product is: [C:1]12([CH2:11][O:12][C:13]3[C:22]([CH:23]4[CH2:25][CH2:24]4)=[CH:21][C:16]([C:17]([OH:19])=[O:18])=[CH:15][N:14]=3)[CH2:8][CH:7]3[CH2:9][CH:3]([CH2:4][CH:5]([CH2:6]3)[CH2:10]1)[CH2:2]2.